Dataset: NCI-60 drug combinations with 297,098 pairs across 59 cell lines. Task: Regression. Given two drug SMILES strings and cell line genomic features, predict the synergy score measuring deviation from expected non-interaction effect. (1) Drug 1: COC1=C(C=C2C(=C1)N=CN=C2NC3=CC(=C(C=C3)F)Cl)OCCCN4CCOCC4. Drug 2: B(C(CC(C)C)NC(=O)C(CC1=CC=CC=C1)NC(=O)C2=NC=CN=C2)(O)O. Cell line: COLO 205. Synergy scores: CSS=11.2, Synergy_ZIP=-4.96, Synergy_Bliss=-5.44, Synergy_Loewe=-2.86, Synergy_HSA=-4.07. (2) Drug 1: CCC1=CC2CC(C3=C(CN(C2)C1)C4=CC=CC=C4N3)(C5=C(C=C6C(=C5)C78CCN9C7C(C=CC9)(C(C(C8N6C)(C(=O)OC)O)OC(=O)C)CC)OC)C(=O)OC.C(C(C(=O)O)O)(C(=O)O)O. Drug 2: CCCCC(=O)OCC(=O)C1(CC(C2=C(C1)C(=C3C(=C2O)C(=O)C4=C(C3=O)C=CC=C4OC)O)OC5CC(C(C(O5)C)O)NC(=O)C(F)(F)F)O. Cell line: UACC62. Synergy scores: CSS=41.9, Synergy_ZIP=-3.32, Synergy_Bliss=-5.05, Synergy_Loewe=-6.41, Synergy_HSA=-3.76.